This data is from Full USPTO retrosynthesis dataset with 1.9M reactions from patents (1976-2016). The task is: Predict the reactants needed to synthesize the given product. (1) Given the product [Cl:25][C:26]1[CH:31]=[CH:30][C:29]([C:2]2[CH:7]=[CH:6][C:5]([NH:8][C:9]([C:11]3[CH:20]=[CH:19][C:18]4[C:13](=[CH:14][CH:15]=[C:16]([CH2:21][N:22]([CH3:24])[CH3:23])[CH:17]=4)[CH:12]=3)=[O:10])=[CH:4][CH:3]=2)=[CH:28][CH:27]=1, predict the reactants needed to synthesize it. The reactants are: Br[C:2]1[CH:7]=[CH:6][C:5]([NH:8][C:9]([C:11]2[CH:20]=[CH:19][C:18]3[C:13](=[CH:14][CH:15]=[C:16]([CH2:21][N:22]([CH3:24])[CH3:23])[CH:17]=3)[CH:12]=2)=[O:10])=[CH:4][CH:3]=1.[Cl:25][C:26]1[CH:31]=[CH:30][C:29](B(O)O)=[CH:28][CH:27]=1.C(=O)([O-])[O-].[Na+].[Na+].[Cl-].[Na+]. (2) Given the product [Cl:1][C:2]1[N:6]([C:7]2[N:11]([CH3:12])[N:10]=[CH:9][CH:8]=2)[CH:5]=[C:4]([C:13]([OH:15])=[O:14])[CH:3]=1.[Cl:17][C:18]1[CH:19]=[N:20][N:21]([CH3:32])[C:22]=1[N:23]1[CH:27]=[CH:26][C:25]([C:28]([OH:30])=[O:29])=[CH:24]1.[Cl:33][C:34]1[N:35]([C:43]2[N:47]([CH3:48])[N:46]=[CH:45][CH:44]=2)[CH:36]=[CH:37][C:38]=1[C:39]([OH:41])=[O:40], predict the reactants needed to synthesize it. The reactants are: [Cl:1][C:2]1[N:6]([C:7]2[N:11]([CH3:12])[N:10]=[CH:9][CH:8]=2)[CH:5]=[C:4]([C:13]([O:15]C)=[O:14])[CH:3]=1.[Cl:17][C:18]1[CH:19]=[N:20][N:21]([CH3:32])[C:22]=1[N:23]1[CH:27]=[CH:26][C:25]([C:28]([O:30]C)=[O:29])=[CH:24]1.[Cl:33][C:34]1[N:35]([C:43]2[N:47]([CH3:48])[N:46]=[CH:45][CH:44]=2)[CH:36]=[CH:37][C:38]=1[C:39]([O:41]C)=[O:40].[OH-].[Na+]. (3) Given the product [O:21]1[C:25]2[CH:26]=[CH:27][CH:28]=[CH:29][C:24]=2[CH:23]=[C:22]1[S:30]([NH:1][C:2]1[CH:7]=[C:6]([F:8])[CH:5]=[CH:4][C:3]=1[S:9][CH2:10][C:11]1[CH:20]=[CH:19][CH:18]=[CH:17][C:12]=1[C:13]([O:15][CH3:16])=[O:14])(=[O:32])=[O:31], predict the reactants needed to synthesize it. The reactants are: [NH2:1][C:2]1[CH:7]=[C:6]([F:8])[CH:5]=[CH:4][C:3]=1[S:9][CH2:10][C:11]1[CH:20]=[CH:19][CH:18]=[CH:17][C:12]=1[C:13]([O:15][CH3:16])=[O:14].[O:21]1[C:25]2[CH:26]=[CH:27][CH:28]=[CH:29][C:24]=2[CH:23]=[C:22]1[S:30](Cl)(=[O:32])=[O:31]. (4) Given the product [Br:10][C:7]1[CH:8]=[CH:9][C:2]([N:1]=[CH:11][N:12]([CH3:14])[CH3:13])=[C:3]([C:4]#[N:5])[CH:6]=1, predict the reactants needed to synthesize it. The reactants are: [NH2:1][C:2]1[CH:9]=[CH:8][C:7]([Br:10])=[CH:6][C:3]=1[C:4]#[N:5].[CH3:11][N:12]([CH:14](OC)OC)[CH3:13]. (5) Given the product [CH3:8][C:6]1([CH3:7])[C:2]([CH3:16])([CH3:1])[O:3][B:4]([C:9]2[CH:10]=[C:11]([NH:12][C:26](=[O:29])[CH:27]=[CH2:28])[CH:13]=[CH:14][CH:15]=2)[O:5]1, predict the reactants needed to synthesize it. The reactants are: [CH3:1][C:2]1([CH3:16])[C:6]([CH3:8])([CH3:7])[O:5][B:4]([C:9]2[CH:10]=[C:11]([CH:13]=[CH:14][CH:15]=2)[NH2:12])[O:3]1.CCN(C(C)C)C(C)C.[C:26](Cl)(=[O:29])[CH:27]=[CH2:28]. (6) Given the product [CH2:1]([N:8]1[CH2:13][C:12]([CH3:15])([CH3:14])[O:11][C:10]2([CH2:20][CH2:19][NH:18][CH2:17][CH2:16]2)[CH2:9]1)[C:2]1[CH:3]=[CH:4][CH:5]=[CH:6][CH:7]=1, predict the reactants needed to synthesize it. The reactants are: [CH2:1]([N:8]1[CH2:13][C:12]([CH3:15])([CH3:14])[O:11][C:10]2([CH2:20][CH2:19][N:18](C(OC(C)(C)C)=O)[CH2:17][CH2:16]2)[CH2:9]1)[C:2]1[CH:7]=[CH:6][CH:5]=[CH:4][CH:3]=1.Cl. (7) Given the product [CH3:1][S:2]([C:5]1[CH:10]=[CH:9][C:8]([NH:11][C:12]2[C:17]([N+:18]([O-:20])=[O:19])=[C:16]([O:21][CH:22]3[CH2:27][CH2:26][N:25]([S:36]([CH3:35])(=[O:38])=[O:37])[CH2:24][CH2:23]3)[N:15]=[CH:14][N:13]=2)=[CH:7][CH:6]=1)(=[O:4])=[O:3], predict the reactants needed to synthesize it. The reactants are: [CH3:1][S:2]([C:5]1[CH:10]=[CH:9][C:8]([NH:11][C:12]2[C:17]([N+:18]([O-:20])=[O:19])=[C:16]([O:21][CH:22]3[CH2:27][CH2:26][NH:25][CH2:24][CH2:23]3)[N:15]=[CH:14][N:13]=2)=[CH:7][CH:6]=1)(=[O:4])=[O:3].C(N(CC)CC)C.[CH3:35][S:36](Cl)(=[O:38])=[O:37]. (8) Given the product [NH2:27][CH2:26][C:18]1[CH:19]=[C:20]2[C:15](=[CH:16][N:17]=1)[CH2:14][N:13]([C:3]1[C:4]([F:12])=[C:5]([O:10][CH3:11])[CH:6]=[C:7]([O:8][CH3:9])[C:2]=1[F:1])[C:22](=[O:23])[C:21]12[CH2:25][CH2:24]1, predict the reactants needed to synthesize it. The reactants are: [F:1][C:2]1[C:7]([O:8][CH3:9])=[CH:6][C:5]([O:10][CH3:11])=[C:4]([F:12])[C:3]=1[N:13]1[C:22](=[O:23])[C:21]2([CH2:25][CH2:24]2)[C:20]2[C:15](=[CH:16][N:17]=[C:18]([C:26]#[N:27])[CH:19]=2)[CH2:14]1.[H-].C([Al+]CC(C)C)C(C)C. (9) Given the product [CH3:1][O:2][C:3](=[O:20])[C@H:4]([CH2:18][OH:19])[NH:5][C:6](=[O:17])[C:7]1[CH:12]=[CH:11][C:10]([NH:13][C:29]([O:31][CH2:32][C:33]2[CH:38]=[CH:37][CH:36]=[CH:35][CH:34]=2)=[O:30])=[C:9]([CH3:16])[CH:8]=1, predict the reactants needed to synthesize it. The reactants are: [CH3:1][O:2][C:3](=[O:20])[C@H:4]([CH2:18][OH:19])[NH:5][C:6](=[O:17])[C:7]1[CH:12]=[CH:11][C:10]([N+:13]([O-])=O)=[C:9]([CH3:16])[CH:8]=1.[H][H].C(=O)(O)[O-].[Na+].Cl[C:29]([O:31][CH2:32][C:33]1[CH:38]=[CH:37][CH:36]=[CH:35][CH:34]=1)=[O:30]. (10) Given the product [CH:26]1([CH2:25][N:6]2[C:5]3[C:4]([C:29]([NH2:31])=[O:30])=[CH:3][C:2]([B:32]4[O:36][C:35]([CH3:38])([CH3:37])[C:34]([CH3:40])([CH3:39])[O:33]4)=[CH:14][C:13]=3[C:12]3[C:7]2=[CH:8][C:9]([C:15]([N:17]2[CH2:18][C@H:19]([CH3:24])[O:20][C@H:21]([CH3:23])[CH2:22]2)=[O:16])=[CH:10][CH:11]=3)[CH2:28][CH2:27]1, predict the reactants needed to synthesize it. The reactants are: Br[C:2]1[CH:3]=[C:4]([C:29]([NH2:31])=[O:30])[C:5]2[N:6]([CH2:25][CH:26]3[CH2:28][CH2:27]3)[C:7]3[C:12]([C:13]=2[CH:14]=1)=[CH:11][CH:10]=[C:9]([C:15]([N:17]1[CH2:22][C@H:21]([CH3:23])[O:20][C@H:19]([CH3:24])[CH2:18]1)=[O:16])[CH:8]=3.[B:32]1([B:32]2[O:36][C:35]([CH3:38])([CH3:37])[C:34]([CH3:40])([CH3:39])[O:33]2)[O:36][C:35]([CH3:38])([CH3:37])[C:34]([CH3:40])([CH3:39])[O:33]1.C([O-])(=O)C.[K+].O.